Dataset: hERG Central: cardiac toxicity at 1µM, 10µM, and general inhibition. Task: Predict hERG channel inhibition at various concentrations. (1) The molecule is O=C(/C=C/c1ccc(Br)cc1)NCCCn1ccnc1. Results: hERG_inhib (hERG inhibition (general)): blocker. (2) Results: hERG_inhib (hERG inhibition (general)): blocker. The drug is CCOC(=O)C1(CCOc2ccccc2)CCN(Cc2cccc(OC)c2)CC1.